From a dataset of Reaction yield outcomes from USPTO patents with 853,638 reactions. Predict the reaction yield, written as a fraction of the theoretical maximum amount of product (1.0 means a 100% yield; for example, 0.34 means a 34% yield). The reactants are [Cl:1][C:2]1[CH:3]=[C:4]([C:10]2[N:15]=[N:14][C:13]([O:16][CH2:17][C:18]3[CH:25]=[CH:24][C:21]([CH:22]=O)=[CH:20][CH:19]=3)=[N:12][CH:11]=2)[CH:5]=[C:6]([Cl:9])[C:7]=1[OH:8].[C:26]1([CH2:36][NH2:37])[C:35]2[C:30](=[CH:31][CH:32]=[CH:33][CH:34]=2)[CH:29]=[CH:28][CH:27]=1. The catalyst is ClCCl.C(O)(=O)C. The product is [Cl:9][C:6]1[CH:5]=[C:4]([C:10]2[N:15]=[N:14][C:13]([O:16][CH2:17][C:18]3[CH:25]=[CH:24][C:21]([CH2:22][NH:37][CH2:36][C:26]4[C:35]5[C:30](=[CH:31][CH:32]=[CH:33][CH:34]=5)[CH:29]=[CH:28][CH:27]=4)=[CH:20][CH:19]=3)=[N:12][CH:11]=2)[CH:3]=[C:2]([Cl:1])[C:7]=1[OH:8]. The yield is 0.640.